This data is from Catalyst prediction with 721,799 reactions and 888 catalyst types from USPTO. The task is: Predict which catalyst facilitates the given reaction. (1) The catalyst class is: 114. Reactant: Cl[C:2]1[N:7]=[C:6]([NH:8][CH:9]2[CH:13]3[O:14][CH2:15][CH:16]([N:17]4[C:25](=[O:26])[C:24]5[C:19](=[CH:20][CH:21]=[CH:22][CH:23]=5)[C:18]4=[O:27])[CH:12]3[O:11][CH2:10]2)[C:5]([Cl:28])=[CH:4][N:3]=1.Cl.[CH3:30][N:31]1[CH:35]=[C:34]([NH2:36])[CH:33]=[N:32]1.CCN(C(C)C)C(C)C. Product: [Cl:28][C:5]1[C:6]([NH:8][CH:9]2[CH:13]3[O:14][CH2:15][CH:16]([N:17]4[C:25](=[O:26])[C:24]5[C:19](=[CH:20][CH:21]=[CH:22][CH:23]=5)[C:18]4=[O:27])[CH:12]3[O:11][CH2:10]2)=[N:7][C:2]([NH:36][C:34]2[CH:33]=[N:32][N:31]([CH3:30])[CH:35]=2)=[N:3][CH:4]=1. (2) Reactant: [C:1]([C:5]1[CH:6]=[C:7]([C:11]([NH:13][NH2:14])=[O:12])[N:8]([CH3:10])[N:9]=1)([CH3:4])([CH3:3])[CH3:2].[Cl:15][C:16]1[CH:21]=[CH:20][C:19]([S:22]([C:25]2([C:28](O)=O)[CH2:27][CH2:26]2)(=[O:24])=[O:23])=[CH:18][CH:17]=1.P(Cl)(Cl)(Cl)=O. Product: [C:1]([C:5]1[CH:6]=[C:7]([C:11]2[O:12][C:28]([C:25]3([S:22]([C:19]4[CH:20]=[CH:21][C:16]([Cl:15])=[CH:17][CH:18]=4)(=[O:24])=[O:23])[CH2:27][CH2:26]3)=[N:14][N:13]=2)[N:8]([CH3:10])[N:9]=1)([CH3:4])([CH3:2])[CH3:3]. The catalyst class is: 17. (3) Reactant: [CH3:1][O:2][CH2:3][CH2:4][CH2:5][O:6][C:7]1[C:12]2[CH:13]=[CH:14][O:15][C:11]=2[CH:10]=[C:9]([CH:16]([NH:18][CH:19]2[CH2:21][CH2:20]2)[CH3:17])[CH:8]=1.[C:22]([O:26][C:27]([N:29]1[CH2:34][CH2:33][O:32][C@@H:31]([C:35](O)=[O:36])[CH2:30]1)=[O:28])([CH3:25])([CH3:24])[CH3:23].Cl.C(N=C=NCCCN(C)C)C.ON1C2C=CC=CC=2N=N1.C(=O)([O-])O.[Na+]. Product: [CH:19]1([N:18]([CH:16]([C:9]2[CH:8]=[C:7]([O:6][CH2:5][CH2:4][CH2:3][O:2][CH3:1])[C:12]3[CH:13]=[CH:14][O:15][C:11]=3[CH:10]=2)[CH3:17])[C:35]([C@@H:31]2[O:32][CH2:33][CH2:34][N:29]([C:27]([O:26][C:22]([CH3:25])([CH3:24])[CH3:23])=[O:28])[CH2:30]2)=[O:36])[CH2:20][CH2:21]1. The catalyst class is: 9. (4) Reactant: [CH2:1]([CH:4]1[S:9](=[O:11])(=[O:10])[C:8]([CH3:13])([CH3:12])[C:7]([NH:14][C:15](=[O:21])[O:16][C:17]([CH3:20])([CH3:19])[CH3:18])=[N:6][C@@:5]1([C:23]1[C:24]([F:30])=[N:25][CH:26]=[C:27]([Br:29])[CH:28]=1)[CH3:22])[CH:2]=C.C(=O)(O)[O-:32].[Na+].[BH4-].[Na+]. Product: [Br:29][C:27]1[CH:28]=[C:23]([C@:5]2([CH3:22])[CH:4]([CH2:1][CH2:2][OH:32])[S:9](=[O:11])(=[O:10])[C:8]([CH3:12])([CH3:13])[C:7]([NH:14][C:15](=[O:21])[O:16][C:17]([CH3:19])([CH3:20])[CH3:18])=[N:6]2)[C:24]([F:30])=[N:25][CH:26]=1. The catalyst class is: 100. (5) Reactant: CC(OC(/N=N/C(OC(C)C)=O)=O)C.[OH:15][CH2:16][C@@H:17]1[O:21][C:20](=[O:22])[N:19]([C:23]2[CH:28]=[CH:27][C:26]([C:29]3[CH2:30][CH2:31][O:32][CH2:33][CH:34]=3)=[C:25]([F:35])[CH:24]=2)[CH2:18]1.O[C:37]1[CH:41]=[CH:40][S:39][N:38]=1.C1(P(C2C=CC=CC=2)C2C=CC=CC=2)C=CC=CC=1. Product: [S:39]1[CH:40]=[CH:41][C:37]([O:15][CH2:16][C@@H:17]2[O:21][C:20](=[O:22])[N:19]([C:23]3[CH:28]=[CH:27][C:26]([C:29]4[CH2:30][CH2:31][O:32][CH2:33][CH:34]=4)=[C:25]([F:35])[CH:24]=3)[CH2:18]2)=[N:38]1. The catalyst class is: 1.